Dataset: Retrosynthesis with 50K atom-mapped reactions and 10 reaction types from USPTO. Task: Predict the reactants needed to synthesize the given product. (1) Given the product FC1(F)CCCC([C@@H]2C[C@H](c3ccccc3)CCN2)C1, predict the reactants needed to synthesize it. The reactants are: O=C(OCc1ccccc1)N1CC[C@@H](c2ccccc2)C[C@H]1C1CCCC(F)(F)C1. (2) Given the product CCn1cc(-c2ccnc3[nH]c(C4=CCN(C(=O)CN(C)C)CC4)cc23)c(-c2ccc(NC(=O)Nc3ccccc3)cc2)n1, predict the reactants needed to synthesize it. The reactants are: CCn1cc(-c2ccnc3[nH]c(C4=CCNCC4)cc23)c(-c2ccc(NC(=O)Nc3ccccc3)cc2)n1.CN(C)CC(=O)O. (3) Given the product COCN(c1cccc(-c2nn(C3CCNCC3)cc2-c2ccncc2)c1F)S(=O)(=O)c1cc(F)ccc1F, predict the reactants needed to synthesize it. The reactants are: COCN(c1cccc(-c2nn(C3CCN(C(=O)OC(C)(C)C)CC3)cc2-c2ccncc2)c1F)S(=O)(=O)c1cc(F)ccc1F. (4) Given the product CC(C)(C#N)c1cccc(C(=O)Nc2cccc(Oc3ccc4nc(NC(=O)C5CC5)sc4c3CO)c2)c1, predict the reactants needed to synthesize it. The reactants are: COC(=O)c1c(Oc2cccc(NC(=O)c3cccc(C(C)(C)C#N)c3)c2)ccc2nc(NC(=O)C3CC3)sc12. (5) Given the product COc1ccc2c(Nc3c(Cl)cccc3C(F)(F)F)cc(=O)oc2c1OC1CCCC1, predict the reactants needed to synthesize it. The reactants are: COc1ccc2c(Cl)cc(=O)oc2c1OC1CCCC1.Nc1c(Cl)cccc1C(F)(F)F. (6) Given the product O=C(O)CNCc1ccc(-c2cc3c(Nc4ccc(OCc5ccccc5)cc4)ncnc3cn2)o1, predict the reactants needed to synthesize it. The reactants are: COC(=O)CNCc1ccc(-c2cc3c(Nc4ccc(OCc5ccccc5)cc4)ncnc3cn2)o1. (7) Given the product CC(C)C(NC(=O)Cn1c(-c2cccs2)ncc(N)c1=O)C(=O)C(F)(F)F, predict the reactants needed to synthesize it. The reactants are: CC(C)C(NC(=O)Cn1c(-c2cccs2)ncc(NC(=O)OCc2ccccc2)c1=O)C(=O)C(F)(F)F.